This data is from Full USPTO retrosynthesis dataset with 1.9M reactions from patents (1976-2016). The task is: Predict the reactants needed to synthesize the given product. Given the product [ClH:13].[Br:19][C:15]1[CH:16]=[C:17]([OH:18])[C:2]([NH:1][C:29]([CH:26]2[CH2:27][CH2:28][N:23]([CH:20]([CH3:22])[CH3:21])[CH2:24][CH2:25]2)=[O:30])=[C:3]([C:4](=[O:5])[NH:6][C:7]2[CH:12]=[CH:11][C:10]([Cl:13])=[CH:9][N:8]=2)[CH:14]=1, predict the reactants needed to synthesize it. The reactants are: [NH2:1][C:2]1[C:17]([OH:18])=[CH:16][C:15]([Br:19])=[CH:14][C:3]=1[C:4]([NH:6][C:7]1[CH:12]=[CH:11][C:10]([Cl:13])=[CH:9][N:8]=1)=[O:5].[CH:20]([N:23]1[CH2:28][CH2:27][CH:26]([C:29](O)=[O:30])[CH2:25][CH2:24]1)([CH3:22])[CH3:21].Cl.C(N=C=NCCCN(C)C)C.ON1C2C=CC=CC=2N=N1.